Dataset: Reaction yield outcomes from USPTO patents with 853,638 reactions. Task: Predict the reaction yield, written as a fraction of the theoretical maximum amount of product (1.0 means a 100% yield; for example, 0.34 means a 34% yield). (1) The reactants are [C:1]([C:3]1[C:4]([I:17])=[C:5]([C:14]([OH:16])=O)[S:6][C:7]=1[N:8]1[CH2:13][CH2:12][O:11][CH2:10][CH2:9]1)#[N:2].[CH3:18][N:19](C(ON1N=NC2C=CC=NC1=2)=[N+](C)C)C.F[P-](F)(F)(F)(F)F.CCN(C(C)C)C(C)C.CN.C1COCC1. The catalyst is CN(C=O)C.O. The product is [C:1]([C:3]1[C:4]([I:17])=[C:5]([C:14]([NH:19][CH3:18])=[O:16])[S:6][C:7]=1[N:8]1[CH2:9][CH2:10][O:11][CH2:12][CH2:13]1)#[N:2]. The yield is 0.870. (2) The reactants are [Br:1][C:2]1[C:3]([F:12])=[C:4]2[C:10]([NH2:11])=[CH:9][NH:8][C:5]2=[N:6][CH:7]=1.[CH3:13][O:14][C:15]1[N:20]=[C:19]([C:21](O)=[O:22])[CH:18]=[CH:17][CH:16]=1.O=C1N(P(Cl)(N2CCOC2=O)=O)CCO1.C(N(CC)CC)C.[Li+].[OH-]. The catalyst is C(Cl)Cl.O. The product is [Br:1][C:2]1[C:3]([F:12])=[C:4]2[C:10]([NH:11][C:21](=[O:22])[C:19]3[CH:18]=[CH:17][CH:16]=[C:15]([O:14][CH3:13])[N:20]=3)=[CH:9][NH:8][C:5]2=[N:6][CH:7]=1. The yield is 0.720. (3) The reactants are [C:1]1(B(O)O)[C:10]2[C:5](=[CH:6][CH:7]=[CH:8][CH:9]=2)[CH:4]=[CH:3][CH:2]=1.Br[C:15]1[CH:19]=[CH:18][S:17][C:16]=1[CH:20]=[O:21].C(=O)([O-])[O-].[Na+].[Na+].COCCOC. The catalyst is C1C=CC([P]([Pd]([P](C2C=CC=CC=2)(C2C=CC=CC=2)C2C=CC=CC=2)([P](C2C=CC=CC=2)(C2C=CC=CC=2)C2C=CC=CC=2)[P](C2C=CC=CC=2)(C2C=CC=CC=2)C2C=CC=CC=2)(C2C=CC=CC=2)C2C=CC=CC=2)=CC=1.O. The product is [C:1]1([C:15]2[CH:19]=[CH:18][S:17][C:16]=2[CH:20]=[O:21])[C:10]2[C:5](=[CH:6][CH:7]=[CH:8][CH:9]=2)[CH:4]=[CH:3][CH:2]=1. The yield is 0.980.